From a dataset of NCI-60 drug combinations with 297,098 pairs across 59 cell lines. Regression. Given two drug SMILES strings and cell line genomic features, predict the synergy score measuring deviation from expected non-interaction effect. (1) Drug 1: CCCS(=O)(=O)NC1=C(C(=C(C=C1)F)C(=O)C2=CNC3=C2C=C(C=N3)C4=CC=C(C=C4)Cl)F. Drug 2: CC1CCC2CC(C(=CC=CC=CC(CC(C(=O)C(C(C(=CC(C(=O)CC(OC(=O)C3CCCCN3C(=O)C(=O)C1(O2)O)C(C)CC4CCC(C(C4)OC)OCCO)C)C)O)OC)C)C)C)OC. Cell line: OVCAR-8. Synergy scores: CSS=26.5, Synergy_ZIP=4.22, Synergy_Bliss=5.76, Synergy_Loewe=-9.16, Synergy_HSA=4.14. (2) Drug 1: CC1C(C(CC(O1)OC2CC(CC3=C2C(=C4C(=C3O)C(=O)C5=C(C4=O)C(=CC=C5)OC)O)(C(=O)CO)O)N)O.Cl. Drug 2: C1C(C(OC1N2C=NC3=C2NC=NCC3O)CO)O. Cell line: SK-MEL-28. Synergy scores: CSS=1.43, Synergy_ZIP=2.31, Synergy_Bliss=6.22, Synergy_Loewe=1.25, Synergy_HSA=1.65. (3) Drug 1: COC1=C2C(=CC3=C1OC=C3)C=CC(=O)O2. Drug 2: C1CCC(C(C1)N)N.C(=O)(C(=O)[O-])[O-].[Pt+4]. Cell line: A549. Synergy scores: CSS=6.10, Synergy_ZIP=-8.97, Synergy_Bliss=-16.6, Synergy_Loewe=-16.9, Synergy_HSA=-16.4. (4) Drug 1: C1CN1P(=S)(N2CC2)N3CC3. Drug 2: C(CC(=O)O)C(=O)CN.Cl. Cell line: SF-539. Synergy scores: CSS=20.1, Synergy_ZIP=-5.67, Synergy_Bliss=-4.08, Synergy_Loewe=1.28, Synergy_HSA=1.38. (5) Drug 1: CC1OCC2C(O1)C(C(C(O2)OC3C4COC(=O)C4C(C5=CC6=C(C=C35)OCO6)C7=CC(=C(C(=C7)OC)O)OC)O)O. Drug 2: CCN(CC)CCNC(=O)C1=C(NC(=C1C)C=C2C3=C(C=CC(=C3)F)NC2=O)C. Cell line: A549. Synergy scores: CSS=36.6, Synergy_ZIP=-0.448, Synergy_Bliss=0.373, Synergy_Loewe=-5.34, Synergy_HSA=-0.250.